From a dataset of Peptide-MHC class II binding affinity with 134,281 pairs from IEDB. Regression. Given a peptide amino acid sequence and an MHC pseudo amino acid sequence, predict their binding affinity value. This is MHC class II binding data. (1) The peptide sequence is AQIYQAVSAQAAAIH. The MHC is HLA-DPA10201-DPB10101 with pseudo-sequence HLA-DPA10201-DPB10101. The binding affinity (normalized) is 0.293. (2) The peptide sequence is TVAAAPQVKYAVFEA. The MHC is HLA-DPA10301-DPB10402 with pseudo-sequence HLA-DPA10301-DPB10402. The binding affinity (normalized) is 0.213.